From a dataset of Full USPTO retrosynthesis dataset with 1.9M reactions from patents (1976-2016). Predict the reactants needed to synthesize the given product. Given the product [NH2:16][C:2]1[C:7]([C:8]([C:10]2[S:11][CH:12]=[CH:13][CH:14]=2)=[O:9])=[CH:6][CH:5]=[CH:4][N:3]=1, predict the reactants needed to synthesize it. The reactants are: Cl[C:2]1[C:7]([C:8]([C:10]2[S:11][CH:12]=[CH:13][CH:14]=2)=[O:9])=[CH:6][CH:5]=[CH:4][N:3]=1.[OH-].[NH4+:16].N.